This data is from Peptide-MHC class I binding affinity with 185,985 pairs from IEDB/IMGT. The task is: Regression. Given a peptide amino acid sequence and an MHC pseudo amino acid sequence, predict their binding affinity value. This is MHC class I binding data. (1) The peptide sequence is ATLLSQVEV. The MHC is HLA-A69:01 with pseudo-sequence HLA-A69:01. The binding affinity (normalized) is 0.384. (2) The binding affinity (normalized) is 0.0847. The MHC is HLA-B08:02 with pseudo-sequence HLA-B08:02. The peptide sequence is IAVLYCVHQR. (3) The peptide sequence is KLNWASQIY. The MHC is HLA-A01:01 with pseudo-sequence HLA-A01:01. The binding affinity (normalized) is 0.288. (4) The peptide sequence is TSTINIQPI. The MHC is H-2-Kb with pseudo-sequence H-2-Kb. The binding affinity (normalized) is 0.102. (5) The peptide sequence is QLYTISSESL. The MHC is HLA-A02:03 with pseudo-sequence HLA-A02:03. The binding affinity (normalized) is 0.492.